From a dataset of Catalyst prediction with 721,799 reactions and 888 catalyst types from USPTO. Predict which catalyst facilitates the given reaction. Reactant: C(=O)([O-])[O-].[Ca+2].[Cl:6][C:7]1[CH:12]=[CH:11][C:10]([S:13](Cl)(=[O:15])=[O:14])=[CH:9][CH:8]=1.[CH3:17][C:18]1[CH:19]=[C:20]([CH:22]=[C:23]([CH3:32])[C:24]=1[S:25]([CH2:28][N+:29]([O-:31])=[O:30])(=[O:27])=[O:26])[NH2:21].O. Product: [Cl:6][C:7]1[CH:12]=[CH:11][C:10]([S:13]([NH:21][C:20]2[CH:19]=[C:18]([CH3:17])[C:24]([S:25]([CH2:28][N+:29]([O-:31])=[O:30])(=[O:27])=[O:26])=[C:23]([CH3:32])[CH:22]=2)(=[O:15])=[O:14])=[CH:9][CH:8]=1. The catalyst class is: 7.